Dataset: Catalyst prediction with 721,799 reactions and 888 catalyst types from USPTO. Task: Predict which catalyst facilitates the given reaction. (1) Reactant: [CH2:1]([O:8][C:9]([N:11]1[CH2:19][C:18]2[C:13](=[CH:14][CH:15]=[C:16]([CH2:20]OS(C)(=O)=O)[CH:17]=2)[CH2:12]1)=[O:10])[C:2]1[CH:7]=[CH:6][CH:5]=[CH:4][CH:3]=1.C([O-])([O-])=O.[K+].[K+].[CH3:32][N:33]1[CH2:38][CH2:37][NH:36][CH2:35][CH2:34]1.[ClH:39].CO. Product: [ClH:39].[ClH:39].[CH2:1]([O:8][C:9]([N:11]1[CH2:19][C:18]2[C:13](=[CH:14][CH:15]=[C:16]([CH2:20][N:36]3[CH2:37][CH2:38][N:33]([CH3:32])[CH2:34][CH2:35]3)[CH:17]=2)[CH2:12]1)=[O:10])[C:2]1[CH:7]=[CH:6][CH:5]=[CH:4][CH:3]=1. The catalyst class is: 21. (2) Reactant: [F:1][C:2]1[C:3]([N:9]=[CH:10][N:11]([CH3:13])[CH3:12])=[N:4][C:5]([OH:8])=[N:6][CH:7]=1.C(N(CC)CC)C.Cl[C:22]([O:24][CH2:25][C:26]([CH3:29])([CH3:28])[CH3:27])=[O:23]. Product: [CH3:27][C:26]([CH3:29])([CH3:28])[CH2:25][O:24][C:22]([N:6]1[CH:7]=[C:2]([F:1])[C:3]([N:9]=[CH:10][N:11]([CH3:13])[CH3:12])=[N:4][C:5]1=[O:8])=[O:23]. The catalyst class is: 4. (3) Reactant: [Cl:1][C:2]1[C:7]([C:8](O)([CH3:10])[CH3:9])=[CH:6][C:5]([NH:12][C:13](=[O:15])[CH3:14])=[C:4]([O:16][CH3:17])[CH:3]=1.O=S(Cl)Cl. Product: [Cl:1][C:2]1[C:7]([C:8]([CH3:10])=[CH2:9])=[CH:6][C:5]([NH:12][C:13](=[O:15])[CH3:14])=[C:4]([O:16][CH3:17])[CH:3]=1. The catalyst class is: 2.